This data is from NCI-60 drug combinations with 297,098 pairs across 59 cell lines. The task is: Regression. Given two drug SMILES strings and cell line genomic features, predict the synergy score measuring deviation from expected non-interaction effect. (1) Drug 1: CC1=C(C=C(C=C1)C(=O)NC2=CC(=CC(=C2)C(F)(F)F)N3C=C(N=C3)C)NC4=NC=CC(=N4)C5=CN=CC=C5. Drug 2: CC=C1C(=O)NC(C(=O)OC2CC(=O)NC(C(=O)NC(CSSCCC=C2)C(=O)N1)C(C)C)C(C)C. Cell line: SR. Synergy scores: CSS=59.7, Synergy_ZIP=1.58, Synergy_Bliss=-1.63, Synergy_Loewe=-68.6, Synergy_HSA=-4.81. (2) Drug 1: C1CN(CCN1C(=O)CCBr)C(=O)CCBr. Drug 2: C1CN(P(=O)(OC1)NCCCl)CCCl. Cell line: NCI-H322M. Synergy scores: CSS=3.85, Synergy_ZIP=3.10, Synergy_Bliss=-5.08, Synergy_Loewe=1.41, Synergy_HSA=-4.46. (3) Drug 1: CC1=C(C=C(C=C1)NC(=O)C2=CC=C(C=C2)CN3CCN(CC3)C)NC4=NC=CC(=N4)C5=CN=CC=C5. Drug 2: C1CN1C2=NC(=NC(=N2)N3CC3)N4CC4. Cell line: HS 578T. Synergy scores: CSS=14.5, Synergy_ZIP=-4.49, Synergy_Bliss=-4.31, Synergy_Loewe=-0.692, Synergy_HSA=-0.438. (4) Drug 1: C1=C(C(=O)NC(=O)N1)N(CCCl)CCCl. Drug 2: C(CCl)NC(=O)N(CCCl)N=O. Cell line: MALME-3M. Synergy scores: CSS=11.1, Synergy_ZIP=-5.64, Synergy_Bliss=-2.65, Synergy_Loewe=-9.12, Synergy_HSA=-4.52.